From a dataset of Reaction yield outcomes from USPTO patents with 853,638 reactions. Predict the reaction yield, written as a fraction of the theoretical maximum amount of product (1.0 means a 100% yield; for example, 0.34 means a 34% yield). (1) The reactants are C1C=CC2N(O)N=NC=2C=1.CCN(C(C)C)C(C)C.[C:20]1([C:26]2[O:30][N:29]=[C:28]([C:31]([OH:33])=O)[CH:27]=2)[CH:25]=[CH:24][CH:23]=[CH:22][CH:21]=1.CCN=C=NCCCN(C)C.Cl.[NH2:46][CH2:47][C:48]([N:50]1[CH2:55][CH2:54][N:53]([C:56](=[O:67])[C:57]2[CH:62]=[CH:61][CH:60]=[CH:59][C:58]=2[C:63]([F:66])([F:65])[F:64])[CH2:52][CH2:51]1)=[O:49]. The product is [O:49]=[C:48]([N:50]1[CH2:51][CH2:52][N:53]([C:56](=[O:67])[C:57]2[CH:62]=[CH:61][CH:60]=[CH:59][C:58]=2[C:63]([F:66])([F:65])[F:64])[CH2:54][CH2:55]1)[CH2:47][NH:46][C:31]([C:28]1[CH:27]=[C:26]([C:20]2[CH:21]=[CH:22][CH:23]=[CH:24][CH:25]=2)[O:30][N:29]=1)=[O:33]. The catalyst is CN(C=O)C.O. The yield is 0.203. (2) The reactants are Cl[C:2]1[CH:3]=[CH:4][C:5]([N+:10]([O-:12])=[O:11])=[C:6]([O:8][CH3:9])[CH:7]=1.[CH3:13][PH:14](=[O:16])[CH3:15].CC1(C)C2C(=C(P(C3C=CC=CC=3)C3C=CC=CC=3)C=CC=2)OC2C(P(C3C=CC=CC=3)C3C=CC=CC=3)=CC=CC1=2.P([O-])([O-])([O-])=O.[K+].[K+].[K+]. The catalyst is CN(C=O)C.C([O-])(=O)C.[Pd+2].C([O-])(=O)C. The product is [CH3:9][O:8][C:6]1[CH:7]=[C:2]([P:14](=[O:16])([CH3:15])[CH3:13])[CH:3]=[CH:4][C:5]=1[N+:10]([O-:12])=[O:11]. The yield is 0.300. (3) The reactants are [C:1]1([CH2:7][CH2:8][CH2:9][CH2:10]O)[CH:6]=[CH:5][CH:4]=[CH:3][CH:2]=1.C1(P(C2C=CC=CC=2)C2C=CC=CC=2)C=CC=CC=1.C1C(=O)N([Br:38])C(=O)C1. The catalyst is C(Cl)Cl. The product is [C:1]1([CH2:7][CH2:8][CH2:9][CH2:10][Br:38])[CH:6]=[CH:5][CH:4]=[CH:3][CH:2]=1. The yield is 0.880.